This data is from Catalyst prediction with 721,799 reactions and 888 catalyst types from USPTO. The task is: Predict which catalyst facilitates the given reaction. (1) Reactant: [Cl:1][C:2]1[CH:14]=[CH:13][C:12]2[CH2:15][CH2:16][N:17]([CH3:20])[CH2:18][CH2:19][N:10]3[C:11]=2[C:3]=1[C:4]1[CH2:5][CH2:6][CH2:7][CH2:8][C:9]=13.C([BH3-])#N.[Na+]. Product: [Cl:1][C:2]1[CH:14]=[CH:13][C:12]2[CH2:15][CH2:16][N:17]([CH3:20])[CH2:18][CH2:19][N:10]3[C:11]=2[C:3]=1[CH:4]1[CH:9]3[CH2:8][CH2:7][CH2:6][CH2:5]1. The catalyst class is: 15. (2) Reactant: Br[C:2]1[CH:7]=[CH:6][CH:5]=[C:4]([F:8])[C:3]=1[O:9][C:10]1[CH:15]=[CH:14][CH:13]=[C:12]([CH3:16])[CH:11]=1.[Li]CCCC.CN(OC)[C:24]([C@@H:26]1[CH2:31][CH2:30][CH2:29][N:28]([C:32]([O:34][C:35]([CH3:38])([CH3:37])[CH3:36])=[O:33])[CH2:27]1)=[O:25]. Product: [F:8][C:4]1[C:3]([O:9][C:10]2[CH:15]=[CH:14][CH:13]=[C:12]([CH3:16])[CH:11]=2)=[C:2]([C:24]([C@@H:26]2[CH2:31][CH2:30][CH2:29][N:28]([C:32]([O:34][C:35]([CH3:38])([CH3:37])[CH3:36])=[O:33])[CH2:27]2)=[O:25])[CH:7]=[CH:6][CH:5]=1. The catalyst class is: 1. (3) Reactant: IC1C=CC(C2CCCC(=O)C2)=CC=1.I[C:16]1[CH:21]=[CH:20][C:19]([CH:22]2[CH2:27][CH2:26][CH2:25][CH:24]([NH:28][CH:29]([C:31]3[C:40]4[C:35](=[CH:36][CH:37]=[CH:38][CH:39]=4)[CH:34]=[CH:33][CH:32]=3)[CH3:30])[CH2:23]2)=[CH:18][CH:17]=1.C([Mg]Cl)(C)C.[O:46]1[CH2:49][C:48](=[O:50])[CH2:47]1. Product: [C:31]1([C@H:29]([NH:28][CH:24]2[CH2:25][CH2:26][CH2:27][CH:22]([C:19]3[CH:20]=[CH:21][C:16]([C:48]4([OH:50])[CH2:49][O:46][CH2:47]4)=[CH:17][CH:18]=3)[CH2:23]2)[CH3:30])[C:40]2[C:35](=[CH:36][CH:37]=[CH:38][CH:39]=2)[CH:34]=[CH:33][CH:32]=1. The catalyst class is: 1. (4) Reactant: F[C:2]1[CH:3]=[N:4][CH:5]=[CH:6][C:7]=1[C:8]1[O:9][C:10]2[CH:16]=[CH:15][C:14]([C:17]([F:20])([F:19])[F:18])=[CH:13][C:11]=2[N:12]=1.[NH:21]1[CH2:26][CH2:25][CH2:24][CH2:23][CH2:22]1.C(=O)([O-])[O-].[K+].[K+].CN(C=O)C. Product: [N:21]1([C:2]2[CH:3]=[N:4][CH:5]=[CH:6][C:7]=2[C:8]2[O:9][C:10]3[CH:16]=[CH:15][C:14]([C:17]([F:20])([F:19])[F:18])=[CH:13][C:11]=3[N:12]=2)[CH2:26][CH2:25][CH2:24][CH2:23][CH2:22]1. The catalyst class is: 6.